This data is from Catalyst prediction with 721,799 reactions and 888 catalyst types from USPTO. The task is: Predict which catalyst facilitates the given reaction. (1) Reactant: Cl.[NH2:2][C@@H:3]([CH3:8])[C:4]([CH3:7])([OH:6])[CH3:5].CCN(C(C)C)C(C)C.Cl[C:19]1[N:24]=[C:23]([NH:25][C:26]2[CH:31]=[CH:30][C:29]([O:32][CH3:33])=[CH:28][CH:27]=2)[CH:22]=[CH:21][N:20]=1. Product: [CH3:33][O:32][C:29]1[CH:28]=[CH:27][C:26]([NH:25][C:23]2[CH:22]=[CH:21][N:20]=[C:19]([NH:2][C@@H:3]([CH3:8])[C:4]([CH3:7])([OH:6])[CH3:5])[N:24]=2)=[CH:31][CH:30]=1. The catalyst class is: 264. (2) Reactant: [F:1][C:2]1[CH:7]=[CH:6][C:5]([C:8]2[C:16]3[C:11](=[CH:12][CH:13]=[C:14]([NH:17][C:18]([C:20]4([CH:25]([OH:27])[CH3:26])[CH2:24][CH2:23][NH:22][CH2:21]4)=[O:19])[CH:15]=3)[N:10]([C:28]([C:41]3[CH:46]=[CH:45][CH:44]=[CH:43][CH:42]=3)([C:35]3[CH:40]=[CH:39][CH:38]=[CH:37][CH:36]=3)[C:29]3[CH:34]=[CH:33][CH:32]=[CH:31][CH:30]=3)[N:9]=2)=[CH:4][CH:3]=1.Cl[CH2:48][C:49]([N:51]1[CH2:56][CH2:55][N:54]([C:57]2[CH:62]=[CH:61][C:60]([C:63]3[N:68]=[CH:67][CH:66]=[CH:65][N:64]=3)=[CH:59][N:58]=2)[CH2:53][CH:52]1[CH3:69])=[O:50]. Product: [F:1][C:2]1[CH:3]=[CH:4][C:5]([C:8]2[C:16]3[C:11](=[CH:12][CH:13]=[C:14]([NH:17][C:18]([C:20]4([CH:25]([OH:27])[CH3:26])[CH2:24][CH2:23][N:22]([CH2:48][C:49]([N:51]5[CH2:56][CH2:55][N:54]([C:57]6[CH:62]=[CH:61][C:60]([C:63]7[N:64]=[CH:65][CH:66]=[CH:67][N:68]=7)=[CH:59][N:58]=6)[CH2:53][CH:52]5[CH3:69])=[O:50])[CH2:21]4)=[O:19])[CH:15]=3)[N:10]([C:28]([C:29]3[CH:34]=[CH:33][CH:32]=[CH:31][CH:30]=3)([C:35]3[CH:36]=[CH:37][CH:38]=[CH:39][CH:40]=3)[C:41]3[CH:42]=[CH:43][CH:44]=[CH:45][CH:46]=3)[N:9]=2)=[CH:6][CH:7]=1. The catalyst class is: 3. (3) Reactant: [H-].[Al+3].[Li+].[H-].[H-].[H-].[CH3:7][C:8]1([CH3:16])[N:13]([CH3:14])[CH2:12][CH2:11][NH:10][C:9]1=O. Product: [CH3:14][N:13]1[CH2:12][CH2:11][NH:10][CH2:9][C:8]1([CH3:16])[CH3:7]. The catalyst class is: 7. (4) Reactant: Cl[C:2]([F:16])([F:15])[C:3]1[NH:7][C:6]2[CH:8]=[CH:9][CH:10]=[C:11]([C:12]([NH2:14])=[O:13])[C:5]=2[N:4]=1.CN(C)[CH:19]=[O:20].O. Product: [F:15][C:2]([F:16])([O:20][CH3:19])[C:3]1[NH:7][C:6]2[CH:8]=[CH:9][CH:10]=[C:11]([C:12]([NH2:14])=[O:13])[C:5]=2[N:4]=1. The catalyst class is: 13. (5) Product: [Cl:1][C:2]1[CH:7]=[CH:6][C:5]([C:8]2[S:9][C:10]([CH3:28])=[C:11]([CH:13]3[C:17](=[O:18])[CH:16]([CH2:19][C:20]4[CH:25]=[CH:24][C:23]([F:26])=[CH:22][N:21]=4)[CH2:15][C:14]3=[O:27])[N:12]=2)=[CH:4][CH:3]=1. Reactant: [Cl:1][C:2]1[CH:7]=[CH:6][C:5]([C:8]2[S:9][C:10]([CH3:28])=[C:11]([CH:13]3[C:17](=[O:18])/[C:16](=[CH:19]/[C:20]4[CH:25]=[CH:24][C:23]([F:26])=[CH:22][N:21]=4)/[CH2:15][C:14]3=[O:27])[N:12]=2)=[CH:4][CH:3]=1. The catalyst class is: 183. (6) The catalyst class is: 18. Reactant: C([O-])([O-])=O.[K+].[K+].[F:7][C:8]([F:17])([F:16])[C:9]1[CH:10]=[C:11]([SH:15])[CH:12]=[CH:13][CH:14]=1.CS(O[CH:23]1[CH2:28][CH2:27][O:26][CH:25]([C:29]2[CH:34]=[CH:33][C:32]([F:35])=[C:31]([Cl:36])[CH:30]=2)[CH2:24]1)(=O)=O. Product: [Cl:36][C:31]1[CH:30]=[C:29]([CH:25]2[CH2:24][CH:23]([S:15][C:11]3[CH:12]=[CH:13][CH:14]=[C:9]([C:8]([F:7])([F:16])[F:17])[CH:10]=3)[CH2:28][CH2:27][O:26]2)[CH:34]=[CH:33][C:32]=1[F:35].